This data is from Reaction yield outcomes from USPTO patents with 853,638 reactions. The task is: Predict the reaction yield, written as a fraction of the theoretical maximum amount of product (1.0 means a 100% yield; for example, 0.34 means a 34% yield). (1) The reactants are [NH2:1][C:2]1[CH:7]=[CH:6][C:5]([Br:8])=[CH:4][N:3]=1.[CH3:9][C:10](=O)[CH2:11][CH2:12][C:13](=O)[CH3:14]. The catalyst is C1(C)C=CC=CC=1. The product is [Br:8][C:5]1[CH:6]=[CH:7][C:2]([N:1]2[C:13]([CH3:14])=[CH:12][CH:11]=[C:10]2[CH3:9])=[N:3][CH:4]=1. The yield is 0.990. (2) The reactants are [CH2:1]([O:3][C:4]([CH:6]1[C:15]([CH:16]=O)=[CH:14][C:13]2[C:8](=[C:9]([O:20][CH3:21])[CH:10]=[CH:11][C:12]=2[O:18][CH3:19])[O:7]1)=[O:5])C.[CH3:22][O:23][C:24](=[O:34])[C@@H:25]([NH2:33])[CH2:26][CH:27]1[CH2:32][CH2:31][CH2:30][CH2:29][CH2:28]1.CCN(C(C)C)C(C)C.C([BH3-])#N.[Na+].C(O)(=O)C. The catalyst is CO. The product is [CH3:1][O:3][C:4]([CH:6]1[C:15]([CH2:16][NH:33][C@H:25]([C:24]([O:23][CH3:22])=[O:34])[CH2:26][CH:27]2[CH2:32][CH2:31][CH2:30][CH2:29][CH2:28]2)=[CH:14][C:13]2[C:8](=[C:9]([O:20][CH3:21])[CH:10]=[CH:11][C:12]=2[O:18][CH3:19])[O:7]1)=[O:5]. The yield is 0.375. (3) The reactants are [NH2:1][C:2]1[C:3]([OH:12])=[CH:4][C:5]2[C:10]([CH:11]=1)=[CH:9][CH:8]=[CH:7][CH:6]=2.C(=O)([O-])[O-].[Na+].[Na+].[C:19](Cl)(=[O:21])[CH3:20].Cl. The catalyst is CC(C)=O. The product is [OH:12][C:3]1[C:2]([NH:1][C:19](=[O:21])[CH3:20])=[CH:11][C:10]2[C:5]([CH:4]=1)=[CH:6][CH:7]=[CH:8][CH:9]=2. The yield is 0.780. (4) The reactants are C1(C)C=CC=CC=1.[CH3:8][C:9]1[CH:14]=[C:13]([CH3:15])[C:12]([S:16][CH2:17][C:18]([F:21])([F:20])[F:19])=[CH:11][C:10]=1B1OC(C)(C)C(C)(C)O1.C[N+]1([O-])CC[O:35]CC1.CCCCCC. The catalyst is C(OCC)(=O)C. The product is [CH3:8][C:9]1[CH:14]=[C:13]([CH3:15])[C:12]([S:16][CH2:17][C:18]([F:21])([F:20])[F:19])=[CH:11][C:10]=1[OH:35]. The yield is 0.760. (5) The reactants are Cl[C:2]1[CH:7]=[CH:6][C:5]([CH3:8])=[CH:4][C:3]=1[N+:9]([O-])=O.[NH:12]1[CH2:16][CH2:15][CH2:14][C:13]1=O.CNCCN. No catalyst specified. The product is [CH3:8][C:5]1[CH:6]=[CH:7][C:2]2[N:12]3[CH2:16][CH2:15][CH2:14][C:13]3=[N:9][C:3]=2[CH:4]=1. The yield is 0.860. (6) The reactants are [CH2:1]([O:3][C:4]([C@@H:6]1[CH2:11][CH2:10][CH2:9][C@H:8](C(O)=O)[CH2:7]1)=[O:5])[CH3:2].C([N:17]([CH2:20]C)CC)C.C1C=CC(P(N=[N+]=[N-])(C2C=CC=CC=2)=[O:29])=CC=1.[CH2:39]([OH:46])[C:40]1[CH:45]=[CH:44][CH:43]=[CH:42][CH:41]=1. The catalyst is C1(C)C=CC=CC=1.O.CCOC(C)=O. The product is [CH2:39]([O:46][C:20]([NH:17][C@H:8]1[CH2:9][CH2:10][CH2:11][C@@H:6]([C:4]([O:3][CH2:1][CH3:2])=[O:5])[CH2:7]1)=[O:29])[C:40]1[CH:45]=[CH:44][CH:43]=[CH:42][CH:41]=1. The yield is 0.250.